Dataset: Forward reaction prediction with 1.9M reactions from USPTO patents (1976-2016). Task: Predict the product of the given reaction. Given the reactants [Cl:1][C:2]1[C:3]([CH3:15])=[N:4][N:5](CC(O)=O)[C:6]=1[C:7]([F:10])([F:9])[F:8].[C:16](Cl)(=[O:20])[C:17](Cl)=O.[F:22][C:23]1[CH:28]=[CH:27][C:26]([N:29]2[CH:33]=[C:32]([NH2:34])[CH:31]=[N:30]2)=[CH:25][CH:24]=1.CCN(CC)CC, predict the reaction product. The product is: [Cl:1][C:2]1[C:6]([C:7]([F:8])([F:9])[F:10])=[N:5][N:4]([CH2:17][C:16]([NH:34][C:32]2[CH:31]=[N:30][N:29]([C:26]3[CH:27]=[CH:28][C:23]([F:22])=[CH:24][CH:25]=3)[CH:33]=2)=[O:20])[C:3]=1[CH3:15].